Dataset: Reaction yield outcomes from USPTO patents with 853,638 reactions. Task: Predict the reaction yield, written as a fraction of the theoretical maximum amount of product (1.0 means a 100% yield; for example, 0.34 means a 34% yield). (1) The reactants are Cl.[NH:2]1[CH2:5][C:4](=[CH:6][C:7]#[N:8])[CH2:3]1.[F:9][C:10]1[C:24]([C:25]([F:28])([F:27])[F:26])=[N:23][CH:22]=[CH:21][C:11]=1[C:12]([N:14]1[CH2:19][CH2:18][C:17](=O)[CH2:16][CH2:15]1)=[O:13].C(O[BH-](OC(=O)C)OC(=O)C)(=O)C.[Na+]. The catalyst is C(Cl)Cl. The product is [F:9][C:10]1[C:24]([C:25]([F:27])([F:26])[F:28])=[N:23][CH:22]=[CH:21][C:11]=1[C:12]([N:14]1[CH2:15][CH2:16][CH:17]([N:2]2[CH2:5][C:4](=[CH:6][C:7]#[N:8])[CH2:3]2)[CH2:18][CH2:19]1)=[O:13]. The yield is 0.748. (2) The reactants are F[C:2]1[CH:3]=[C:4]([CH:8]=[CH:9][C:10]=1[N+:11]([O-:13])=[O:12])[C:5]([NH2:7])=[O:6].[C:14]1([CH2:24][CH2:25][OH:26])[C:23]2[C:18](=[CH:19][CH:20]=[CH:21][CH:22]=2)[CH:17]=[CH:16][CH:15]=1.CC(C)([O-])C.[K+]. The catalyst is O1CCCC1.C(OCC)(=O)C. The product is [C:14]1([CH2:24][CH2:25][O:26][C:2]2[CH:3]=[C:4]([CH:8]=[CH:9][C:10]=2[N+:11]([O-:13])=[O:12])[C:5]([NH2:7])=[O:6])[C:23]2[C:18](=[CH:19][CH:20]=[CH:21][CH:22]=2)[CH:17]=[CH:16][CH:15]=1. The yield is 0.600. (3) The reactants are [CH3:1][O:2][C:3]1[CH:19]=[CH:18][CH:17]=[CH:16][C:4]=1[C:5]([NH:7][C:8]1[CH:12]=[CH:11][S:10][C:9]=1[C:13]([NH2:15])=[O:14])=O.[OH-].[Na+].CCO. The catalyst is O. The product is [CH3:1][O:2][C:3]1[CH:19]=[CH:18][CH:17]=[CH:16][C:4]=1[C:5]1[NH:15][C:13](=[O:14])[C:9]2[S:10][CH:11]=[CH:12][C:8]=2[N:7]=1. The yield is 0.620. (4) The reactants are N[C:2]1([NH2:13])[CH:10]=[CH:9][C:8]([O:11][CH3:12])=[CH:7][CH:3]1[C:4]([OH:6])=O.[N:14]1C=CC=CC=1.[F:20][C:21]([F:32])([F:31])[C:22](O[C:22](=O)[C:21]([F:32])([F:31])[F:20])=O.C(=O)([O-])[O-].[NH4+].[NH4+]. The catalyst is C(#N)C. The product is [CH3:12][O:11][C:8]1[CH:7]=[C:3]2[C:2](=[CH:10][CH:9]=1)[N:13]=[C:22]([C:21]([F:32])([F:31])[F:20])[NH:14][C:4]2=[O:6]. The yield is 0.740. (5) The reactants are [CH3:1][C:2]1([O:5][CH2:4]1)[CH3:3].[C:6]([O:10][C:11]([N:13]1[CH2:18][CH2:17][CH:16]([NH:19][CH2:20][C:21]2[CH:26]=[CH:25][C:24]([F:27])=[CH:23][C:22]=2[C:28]([F:31])([F:30])[F:29])[CH2:15][CH2:14]1)=[O:12])([CH3:9])([CH3:8])[CH3:7].C([O-])(O)=O.[Na+]. The catalyst is CO. The product is [C:6]([O:10][C:11]([N:13]1[CH2:18][CH2:17][CH:16]([N:19]([CH2:20][C:21]2[CH:26]=[CH:25][C:24]([F:27])=[CH:23][C:22]=2[C:28]([F:30])([F:31])[F:29])[CH2:4][C:2]([OH:5])([CH3:3])[CH3:1])[CH2:15][CH2:14]1)=[O:12])([CH3:9])([CH3:7])[CH3:8]. The yield is 0.710.